This data is from Full USPTO retrosynthesis dataset with 1.9M reactions from patents (1976-2016). The task is: Predict the reactants needed to synthesize the given product. (1) Given the product [CH3:20][C:21]([CH2:37][CH2:38][CH2:39][CH:40]([CH3:52])[CH2:41][CH2:42][CH2:43][CH:44]([CH3:51])[CH2:45][CH2:46][CH2:47][CH:48]([CH3:50])[CH3:49])=[CH:22][CH2:23][CH2:24][CH2:25][O:13][CH2:12][C:11]([CH2:16][OH:17])([CH2:10][O:9][CH2:8][C:5]([CH2:18][OH:19])([CH2:6][OH:7])[CH2:4][OH:3])[CH2:14][OH:15], predict the reactants needed to synthesize it. The reactants are: [H-].[Na+].[OH:3][CH2:4][C:5]([CH2:18][OH:19])([CH2:8][O:9][CH2:10][C:11]([CH2:16][OH:17])([CH2:14][OH:15])[CH2:12][OH:13])[CH2:6][OH:7].[CH3:20][C:21]([CH2:37][CH2:38][CH2:39][CH:40]([CH3:52])[CH2:41][CH2:42][CH2:43][CH:44]([CH3:51])[CH2:45][CH2:46][CH2:47][CH:48]([CH3:50])[CH3:49])=[CH:22][CH2:23][CH2:24][CH2:25]OS(C1C=CC(C)=CC=1)(=O)=O.O. (2) The reactants are: [Cl:1][C:2]1[CH:7]=[CH:6][C:5]([N:8]=[C:9]=[O:10])=[CH:4][C:3]=1[C:11]([F:14])([F:13])[F:12].[F:15][C:16]1[CH:21]=[C:20]([O:22][C:23]2[CH:28]=[CH:27][N:26]=[C:25]([S:29][CH3:30])[N:24]=2)[CH:19]=[CH:18][C:17]=1[NH2:31]. Given the product [Cl:1][C:2]1[CH:7]=[CH:6][C:5]([NH:8][C:9]([NH:31][C:17]2[CH:18]=[CH:19][C:20]([O:22][C:23]3[CH:28]=[CH:27][N:26]=[C:25]([S:29][CH3:30])[N:24]=3)=[CH:21][C:16]=2[F:15])=[O:10])=[CH:4][C:3]=1[C:11]([F:12])([F:13])[F:14], predict the reactants needed to synthesize it. (3) Given the product [CH2:35]([O:42][C:43]([NH:45][C@@H:46]1[CH2:51][CH2:50][N:49]([CH2:52][CH2:53][OH:54])[CH2:48][C@H:47]1[C:55]([O:57][CH3:58])=[O:56])=[O:44])[C:36]1[CH:41]=[CH:40][CH:39]=[CH:38][CH:37]=1, predict the reactants needed to synthesize it. The reactants are: C(OC(N[C@@H]1CCNC[C@@H]1C(OC)=O)=O)C1C=CC=CC=1.C(N(CC)C(C)C)(C)C.BrCCO.[CH2:35]([O:42][C:43]([NH:45][C@@H:46]1[CH2:51][CH2:50][N:49]([CH2:52][CH2:53][OH:54])[CH2:48][C@@H:47]1[C:55]([O:57][CH3:58])=[O:56])=[O:44])[C:36]1[CH:41]=[CH:40][CH:39]=[CH:38][CH:37]=1.